Dataset: Full USPTO retrosynthesis dataset with 1.9M reactions from patents (1976-2016). Task: Predict the reactants needed to synthesize the given product. (1) Given the product [Cl:17][C:18]1[CH:26]=[CH:25][CH:24]=[CH:23][C:19]=1[C:20]([NH:1][C:2]1[S:6][C:5]([C:7]2[N:11]([CH3:12])[N:10]=[C:9]([C:13]([F:16])([F:15])[F:14])[CH:8]=2)=[N:4][CH:3]=1)=[O:21], predict the reactants needed to synthesize it. The reactants are: [NH2:1][C:2]1[S:6][C:5]([C:7]2[N:11]([CH3:12])[N:10]=[C:9]([C:13]([F:16])([F:15])[F:14])[CH:8]=2)=[N:4][CH:3]=1.[Cl:17][C:18]1[CH:26]=[CH:25][CH:24]=[CH:23][C:19]=1[C:20](Cl)=[O:21].CCN(C(C)C)C(C)C. (2) Given the product [C:7]([NH:11][C:12]1[N:3]2[NH:4][CH:5]=[N:6][C:2]2=[N:1][C:17]=1[C:16]1[CH:19]=[CH:20][CH:21]=[C:22]([O:23][CH3:24])[C:15]=1[O:14][CH3:13])([CH3:10])([CH3:9])[CH3:8], predict the reactants needed to synthesize it. The reactants are: [NH2:1][C:2]1[N:6]=[CH:5][NH:4][N:3]=1.[C:7]([N+:11]#[C-:12])([CH3:10])([CH3:9])[CH3:8].[CH3:13][O:14][C:15]1[C:22]([O:23][CH3:24])=[CH:21][CH:20]=[CH:19][C:16]=1[CH:17]=O. (3) The reactants are: [C:1](Cl)(=[O:8])[C:2]1[CH:7]=[CH:6][CH:5]=[CH:4][CH:3]=1.[Br:10][C:11]1[S:12][CH:13]=[CH:14][CH:15]=1.C(=S)=S. Given the product [Br:10][C:11]1[S:12][C:13]([C:1]([C:2]2[CH:7]=[CH:6][CH:5]=[CH:4][CH:3]=2)=[O:8])=[CH:14][CH:15]=1, predict the reactants needed to synthesize it. (4) The reactants are: [Cl-].[CH3:2][O:3][CH2:4][P+](C1C=CC=CC=1)(C1C=CC=CC=1)C1C=CC=CC=1.C([Li])CCC.[Cl:29][C:30]1[N:34]([CH3:35])[N:33]=[C:32]([C:36]2[CH:41]=[CH:40][CH:39]=[CH:38][N:37]=2)[C:31]=1[C:42]([C:44]1[CH:49]=[CH:48][C:47]([Cl:50])=[CH:46][C:45]=1[CH3:51])=O.[NH4+].[Cl-]. Given the product [Cl:29][C:30]1[N:34]([CH3:35])[N:33]=[C:32]([C:36]2[CH:41]=[CH:40][CH:39]=[CH:38][N:37]=2)[C:31]=1[C:42]([C:44]1[CH:49]=[CH:48][C:47]([Cl:50])=[CH:46][C:45]=1[CH3:51])=[CH:2][O:3][CH3:4], predict the reactants needed to synthesize it. (5) The reactants are: Br[CH2:2][C:3]1[C:8]([Cl:9])=[CH:7][CH:6]=[CH:5][C:4]=1[N:10]1[C:14](=[O:15])[N:13]([CH3:16])[N:12]=[N:11]1.[CH3:17][O:18][C:19]1[CH:24]=[CH:23][CH:22]=[CH:21][C:20]=1[N:25]1[CH:29]=[CH:28][C:27]([OH:30])=[N:26]1.C(=O)([O-])[O-].[K+].[K+].C(#N)C. Given the product [CH3:17][O:18][C:19]1[CH:24]=[CH:23][CH:22]=[CH:21][C:20]=1[N:25]1[CH:29]=[CH:28][C:27]([O:30][CH2:2][C:3]2[C:8]([Cl:9])=[CH:7][CH:6]=[CH:5][C:4]=2[N:10]2[C:14](=[O:15])[N:13]([CH3:16])[N:12]=[N:11]2)=[N:26]1, predict the reactants needed to synthesize it. (6) Given the product [N:1]1[CH:2]=[C:3]([S:10][C:11]2[CH:20]=[CH:19][C:14]3[N:15]=[C:16]([NH:18][C:29](=[O:30])[CH2:28][CH2:27][N:22]4[CH2:26][CH2:25][CH2:24][CH2:23]4)[S:17][C:13]=3[CH:12]=2)[N:4]2[CH:9]=[CH:8][CH:7]=[N:6][C:5]=12, predict the reactants needed to synthesize it. The reactants are: [N:1]1[CH:2]=[C:3]([S:10][C:11]2[CH:20]=[CH:19][C:14]3[N:15]=[C:16]([NH2:18])[S:17][C:13]=3[CH:12]=2)[N:4]2[CH:9]=[CH:8][CH:7]=[N:6][C:5]=12.Cl.[N:22]1([CH2:27][CH2:28][C:29](O)=[O:30])[CH2:26][CH2:25][CH2:24][CH2:23]1.Cl.CN(C)CCCN=C=NCC.N1C=CC=CC=1. (7) The reactants are: C([O:8][C:9]1[CH:14]=[C:13]([O:15]CC2C=CC=CC=2)[C:12]([C:23]([CH3:25])=[CH2:24])=[CH:11][C:10]=1[C:26]([N:28]1[CH2:33][CH2:32][CH:31]([CH2:34][CH:35]=O)[CH2:30][CH2:29]1)=[O:27])C1C=CC=CC=1.[C:37]([O:41][C:42](=[O:46])[C@H:43]([CH3:45])[NH2:44])([CH3:40])([CH3:39])[CH3:38]. Given the product [OH:8][C:9]1[CH:14]=[C:13]([OH:15])[C:12]([CH:23]([CH3:24])[CH3:25])=[CH:11][C:10]=1[C:26]([N:28]1[CH2:33][CH2:32][CH:31]([CH2:34][CH2:35][NH:44][C@H:43]([C:42]([O:41][C:37]([CH3:40])([CH3:39])[CH3:38])=[O:46])[CH3:45])[CH2:30][CH2:29]1)=[O:27], predict the reactants needed to synthesize it.